Dataset: Forward reaction prediction with 1.9M reactions from USPTO patents (1976-2016). Task: Predict the product of the given reaction. (1) Given the reactants [CH:1]1[C:10]2[C:5](=[CH:6][CH:7]=[CH:8][CH:9]=2)[CH:4]=[CH:3][C:2]=1[C:11](Cl)=[O:12].CO.[NH3:16], predict the reaction product. The product is: [CH:1]1[C:10]2[C:5](=[CH:6][CH:7]=[CH:8][CH:9]=2)[CH:4]=[CH:3][C:2]=1[C:11]([NH2:16])=[O:12]. (2) The product is: [Cl:1][C:2]1[C:7]([Cl:8])=[C:6]([S:9](=[O:19])(=[O:18])[NH:10][C@@H:11]([CH2:16][CH3:17])[C:12]([F:14])([F:13])[F:15])[CH:5]=[CH:4][C:3]=1[C:20]1[S:24][C:23]([C:25]([O:27][CH2:28][CH3:29])=[O:26])=[N:22][C:21]=1[CH:30]=[O:31]. Given the reactants [Cl:1][C:2]1[C:7]([Cl:8])=[C:6]([S:9](=[O:19])(=[O:18])[NH:10][C@@H:11]([CH2:16][CH3:17])[C:12]([F:15])([F:14])[F:13])[CH:5]=[CH:4][C:3]=1[C:20]1[S:24][C:23]([C:25]([O:27][CH2:28][CH3:29])=[O:26])=[N:22][C:21]=1[CH2:30][OH:31], predict the reaction product. (3) Given the reactants [CH:1]1([C:6]([N:8]2[CH2:13][CH:12]([C:14]3[CH:19]=[CH:18][C:17]([CH2:20][CH3:21])=[CH:16][CH:15]=3)[CH2:11][CH:10]([C:22](O)=O)[CH2:9]2)=[O:7])[CH2:5][CH2:4][CH2:3][CH2:2]1.[Cl:25][C:26]1[CH:31]=[CH:30][CH:29]=[CH:28][C:27]=1[CH2:32][C:33](=[NH:36])[NH:34][OH:35], predict the reaction product. The product is: [Cl:25][C:26]1[CH:31]=[CH:30][CH:29]=[CH:28][C:27]=1[CH2:32][C:33]1[N:36]=[C:22]([CH:10]2[CH2:11][CH:12]([C:14]3[CH:15]=[CH:16][C:17]([CH2:20][CH3:21])=[CH:18][CH:19]=3)[CH2:13][N:8]([C:6]([CH:1]3[CH2:5][CH2:4][CH2:3][CH2:2]3)=[O:7])[CH2:9]2)[O:35][N:34]=1. (4) Given the reactants Cl[C:2]1[C:7]([Cl:8])=[CH:6][C:5]([Cl:9])=[CH:4][N:3]=1.O.[NH2:11][NH2:12], predict the reaction product. The product is: [Cl:8][C:7]1[C:2]([NH:11][NH2:12])=[N:3][CH:4]=[C:5]([Cl:9])[CH:6]=1. (5) Given the reactants [NH2:1][C:2]1[CH:3]=[C:4]2[C:8](=[CH:9][CH:10]=1)[N:7]([C:11]1[CH:19]=[CH:18][C:14]([C:15](O)=[O:16])=[CH:13][CH:12]=1)[CH:6]=[CH:5]2.[CH:20]1([NH2:23])[CH2:22][CH2:21]1.[O:24]1[CH2:29][CH2:28][N:27]([CH2:30][CH2:31][N:32]2[C:40]3[C:35](=[CH:36][C:37]([C:41](O)=[O:42])=[CH:38][CH:39]=3)[CH:34]=[CH:33]2)[CH2:26][CH2:25]1, predict the reaction product. The product is: [CH:20]1([NH:23][C:15]([C:14]2[CH:13]=[CH:12][C:11]([N:7]3[C:8]4[C:4](=[CH:3][C:2]([NH:1][C:41]([C:37]5[CH:36]=[C:35]6[C:40](=[CH:39][CH:38]=5)[N:32]([CH2:31][CH2:30][N:27]5[CH2:26][CH2:25][O:24][CH2:29][CH2:28]5)[CH:33]=[CH:34]6)=[O:42])=[CH:10][CH:9]=4)[CH:5]=[CH:6]3)=[CH:19][CH:18]=2)=[O:16])[CH2:22][CH2:21]1. (6) Given the reactants [Br:1][C:2]1[CH:18]=[CH:17][C:5]2[C:6]3[N:10]([CH2:11][CH2:12][O:13][C:4]=2[CH:3]=1)[CH:9]=[C:8]([C:14]([NH2:16])=[O:15])[N:7]=3.CO[C:21](OC)([N:23]([CH3:25])[CH3:24])[CH3:22], predict the reaction product. The product is: [CH3:24][N:23]([CH3:25])/[C:21](=[N:16]/[C:14]([C:8]1[N:7]=[C:6]2[N:10]([CH2:11][CH2:12][O:13][C:4]3[CH:3]=[C:2]([Br:1])[CH:18]=[CH:17][C:5]=32)[CH:9]=1)=[O:15])/[CH3:22].